The task is: Regression. Given two drug SMILES strings and cell line genomic features, predict the synergy score measuring deviation from expected non-interaction effect.. This data is from NCI-60 drug combinations with 297,098 pairs across 59 cell lines. (1) Drug 1: CS(=O)(=O)CCNCC1=CC=C(O1)C2=CC3=C(C=C2)N=CN=C3NC4=CC(=C(C=C4)OCC5=CC(=CC=C5)F)Cl. Drug 2: CC1C(C(CC(O1)OC2CC(OC(C2O)C)OC3=CC4=CC5=C(C(=O)C(C(C5)C(C(=O)C(C(C)O)O)OC)OC6CC(C(C(O6)C)O)OC7CC(C(C(O7)C)O)OC8CC(C(C(O8)C)O)(C)O)C(=C4C(=C3C)O)O)O)O. Cell line: SK-MEL-28. Synergy scores: CSS=56.7, Synergy_ZIP=-0.259, Synergy_Bliss=-0.151, Synergy_Loewe=-1.45, Synergy_HSA=-1.47. (2) Drug 1: CN1CCC(CC1)COC2=C(C=C3C(=C2)N=CN=C3NC4=C(C=C(C=C4)Br)F)OC. Drug 2: CC1=C(C=C(C=C1)NC2=NC=CC(=N2)N(C)C3=CC4=NN(C(=C4C=C3)C)C)S(=O)(=O)N.Cl. Cell line: SK-MEL-5. Synergy scores: CSS=5.31, Synergy_ZIP=6.04, Synergy_Bliss=13.2, Synergy_Loewe=7.23, Synergy_HSA=7.98. (3) Drug 1: C1CC(=O)NC(=O)C1N2C(=O)C3=CC=CC=C3C2=O. Drug 2: CN(C(=O)NC(C=O)C(C(C(CO)O)O)O)N=O. Cell line: NCI/ADR-RES. Synergy scores: CSS=-6.64, Synergy_ZIP=-2.42, Synergy_Bliss=-9.50, Synergy_Loewe=-16.8, Synergy_HSA=-16.8. (4) Drug 1: CCC1(CC2CC(C3=C(CCN(C2)C1)C4=CC=CC=C4N3)(C5=C(C=C6C(=C5)C78CCN9C7C(C=CC9)(C(C(C8N6C=O)(C(=O)OC)O)OC(=O)C)CC)OC)C(=O)OC)O.OS(=O)(=O)O. Drug 2: C1=NC2=C(N=C(N=C2N1C3C(C(C(O3)CO)O)O)F)N. Cell line: 786-0. Synergy scores: CSS=4.77, Synergy_ZIP=-5.07, Synergy_Bliss=2.99, Synergy_Loewe=-17.3, Synergy_HSA=-0.772. (5) Drug 1: CC(C1=C(C=CC(=C1Cl)F)Cl)OC2=C(N=CC(=C2)C3=CN(N=C3)C4CCNCC4)N. Drug 2: CCC1(CC2CC(C3=C(CCN(C2)C1)C4=CC=CC=C4N3)(C5=C(C=C6C(=C5)C78CCN9C7C(C=CC9)(C(C(C8N6C)(C(=O)OC)O)OC(=O)C)CC)OC)C(=O)OC)O.OS(=O)(=O)O. Cell line: OVCAR-4. Synergy scores: CSS=11.2, Synergy_ZIP=-4.63, Synergy_Bliss=0.303, Synergy_Loewe=-18.6, Synergy_HSA=-0.554. (6) Drug 1: CC12CCC3C(C1CCC2O)C(CC4=C3C=CC(=C4)O)CCCCCCCCCS(=O)CCCC(C(F)(F)F)(F)F. Drug 2: C1CNP(=O)(OC1)N(CCCl)CCCl. Cell line: M14. Synergy scores: CSS=-4.35, Synergy_ZIP=3.70, Synergy_Bliss=2.21, Synergy_Loewe=-5.85, Synergy_HSA=-5.60. (7) Drug 1: C1CC(=O)NC(=O)C1N2C(=O)C3=CC=CC=C3C2=O. Drug 2: CC1C(C(CC(O1)OC2CC(CC3=C2C(=C4C(=C3O)C(=O)C5=C(C4=O)C(=CC=C5)OC)O)(C(=O)CO)O)N)O.Cl. Cell line: OVCAR-8. Synergy scores: CSS=35.6, Synergy_ZIP=3.73, Synergy_Bliss=4.03, Synergy_Loewe=-23.3, Synergy_HSA=3.41.